Dataset: Forward reaction prediction with 1.9M reactions from USPTO patents (1976-2016). Task: Predict the product of the given reaction. Given the reactants [C:1]([C:9]1[N:14]([C@@H:15]2[O:22][C@H:19]([CH2:20][OH:21])[CH2:18][C@H:16]2[OH:17])[C:13](=O)[NH:12][C:11](=[O:24])[CH:10]=1)(=O)[C:2]1[CH:7]=[CH:6][CH:5]=[CH:4]C=1.C1([S:31]SC2C=CC=CC=2)C=CC=CC=1, predict the reaction product. The product is: [C:1]1([C:9]2[N:14]([C@@H:15]3[O:22][C@H:19]([CH2:20][OH:21])[CH2:18][C@H:16]3[OH:17])[C:13](=[S:31])[NH:12][C:11](=[O:24])[CH:10]=2)[CH:2]=[CH:7][CH:6]=[CH:5][CH:4]=1.